Predict the reactants needed to synthesize the given product. From a dataset of Full USPTO retrosynthesis dataset with 1.9M reactions from patents (1976-2016). (1) Given the product [C:25]([O:28][C:29]([N:7]1[C:6]2[CH:8]=[CH:9][C:10]([C:12]3[CH:17]=[CH:16][CH:15]=[CH:14][C:13]=3[S:18]([CH2:21][CH2:22][OH:23])(=[O:20])=[O:19])=[CH:11][C:5]=2[N:4]=[C:3]1[CH2:2][Br:1])=[O:30])([CH3:27])([CH3:26])[CH3:24], predict the reactants needed to synthesize it. The reactants are: [Br:1][CH2:2][C:3]1[NH:7][C:6]2[CH:8]=[CH:9][C:10]([C:12]3[CH:17]=[CH:16][CH:15]=[CH:14][C:13]=3[S:18]([CH2:21][CH2:22][OH:23])(=[O:20])=[O:19])=[CH:11][C:5]=2[N:4]=1.[CH3:24][C:25]([O:28][C:29](O[C:29]([O:28][C:25]([CH3:27])([CH3:26])[CH3:24])=[O:30])=[O:30])([CH3:27])[CH3:26].CCN(CC)CC. (2) Given the product [CH2:1]([O:8][C:9]1[CH:10]=[CH:11][C:12]([SH:15])=[CH:13][CH:14]=1)[C:2]1[CH:3]=[CH:4][CH:5]=[CH:6][CH:7]=1, predict the reactants needed to synthesize it. The reactants are: [CH2:1]([O:8][C:9]1[CH:14]=[CH:13][C:12]([S:15](Cl)(=O)=O)=[CH:11][CH:10]=1)[C:2]1[CH:7]=[CH:6][CH:5]=[CH:4][CH:3]=1.S(=O)(=O)(O)O. (3) Given the product [Cl:20][C:21]1[C:26]([F:27])=[C:25]([CH:24]=[CH:23][C:22]=1[CH2:30][C:31](=[O:32])[N:17]1[CH2:16][CH2:15][CH:14]([CH2:13][CH2:12][C:10]2[CH:9]=[CH:8][C:7]3[C:3](=[O:2])[O:4][CH2:5][C:6]=3[CH:11]=2)[CH2:19][CH2:18]1)[C:28]#[N:29], predict the reactants needed to synthesize it. The reactants are: [Cl-].[O:2]=[C:3]1[C:7]2[CH:8]=[CH:9][C:10]([CH2:12][CH2:13][CH:14]3[CH2:19][CH2:18][NH2+:17][CH2:16][CH2:15]3)=[CH:11][C:6]=2[CH2:5][O:4]1.[Cl:20][C:21]1[C:26]([F:27])=[C:25]([C:28]#[N:29])[CH:24]=[CH:23][C:22]=1[CH2:30][C:31](O)=[O:32]. (4) Given the product [Cl:14][C:12]1[N:11]=[C:10]2[C:6]([N:7]=[CH:8][N:9]2[CH:15]2[CH2:19][CH2:18][CH2:17][CH2:16]2)=[C:5]([NH:4][CH2:3][CH2:2][NH:1][CH2:29][C:28]2[CH:31]=[CH:32][C:25]([O:24][C:23]([F:22])([F:33])[F:34])=[CH:26][CH:27]=2)[N:13]=1, predict the reactants needed to synthesize it. The reactants are: [NH2:1][CH2:2][CH2:3][NH:4][C:5]1[N:13]=[C:12]([Cl:14])[N:11]=[C:10]2[C:6]=1[N:7]=[CH:8][N:9]2[CH:15]1[CH2:19][CH2:18][CH2:17][CH2:16]1.CO.[F:22][C:23]([F:34])([F:33])[O:24][C:25]1[CH:32]=[CH:31][C:28]([CH:29]=O)=[CH:27][CH:26]=1.[BH3-]C#N.[Na+]. (5) Given the product [Cl:10][C:11]1[CH:16]=[CH:15][C:14]([S:17]([NH:6][C@@H:5]([CH2:7][OH:8])[C:4]([O:3][CH3:2])=[O:9])(=[O:19])=[O:18])=[CH:13][CH:12]=1, predict the reactants needed to synthesize it. The reactants are: Cl.[CH3:2][O:3][C:4](=[O:9])[C@H:5]([CH2:7][OH:8])[NH2:6].[Cl:10][C:11]1[CH:16]=[CH:15][C:14]([S:17](Cl)(=[O:19])=[O:18])=[CH:13][CH:12]=1. (6) The reactants are: [OH:1][C:2]1[CH:7]=[CH:6][N:5]([C:8]2[S:9][C:10]([C:14]([OH:16])=O)=[C:11]([CH3:13])[N:12]=2)[C:4](=[O:17])[CH:3]=1.[F:18][C:19]1[CH:20]=[C:21]([CH2:25][NH2:26])[CH:22]=[CH:23][CH:24]=1. Given the product [F:18][C:19]1[CH:20]=[C:21]([CH:22]=[CH:23][CH:24]=1)[CH2:25][NH:26][C:14]([C:10]1[S:9][C:8]([N:5]2[CH:6]=[CH:7][C:2]([OH:1])=[CH:3][C:4]2=[O:17])=[N:12][C:11]=1[CH3:13])=[O:16], predict the reactants needed to synthesize it.